Dataset: Peptide-MHC class I binding affinity with 185,985 pairs from IEDB/IMGT. Task: Regression. Given a peptide amino acid sequence and an MHC pseudo amino acid sequence, predict their binding affinity value. This is MHC class I binding data. (1) The peptide sequence is VIFYFISIY. The MHC is HLA-A68:01 with pseudo-sequence HLA-A68:01. The binding affinity (normalized) is 0.103. (2) The peptide sequence is HVLSLVFGK. The MHC is HLA-B53:01 with pseudo-sequence HLA-B53:01. The binding affinity (normalized) is 0.213.